Dataset: Full USPTO retrosynthesis dataset with 1.9M reactions from patents (1976-2016). Task: Predict the reactants needed to synthesize the given product. (1) Given the product [NH2:7][C@@:8]12[CH2:13][CH:12]1[CH2:11][N:10]([C:14](=[O:19])[C:15]([F:16])([F:17])[F:18])[C@H:9]2[C:20]1[CH:25]=[CH:24][CH:23]=[CH:22][CH:21]=1.[F:27][C:28]([F:33])([F:32])[C:29]([OH:31])=[O:30], predict the reactants needed to synthesize it. The reactants are: C(OC(=O)[NH:7][C@@:8]12[CH2:13][CH:12]1[CH2:11][N:10]([C:14](=[O:19])[C:15]([F:18])([F:17])[F:16])[C@H:9]2[C:20]1[CH:25]=[CH:24][CH:23]=[CH:22][CH:21]=1)(C)(C)C.[F:27][C:28]([F:33])([F:32])[C:29]([OH:31])=[O:30]. (2) Given the product [CH3:24][O:23][C:17]1[CH:16]=[C:15]([C:14](=[O:25])[CH2:26][C:27]([C:29]2[CH:30]=[CH:31][C:32]([OH:36])=[CH:33][C:34]=2[OH:35])=[O:28])[CH:20]=[CH:19][C:18]=1[O:21][CH3:22], predict the reactants needed to synthesize it. The reactants are: C[Si](C)(C)N[Si](C)(C)C.[Li].C(O[C:14](=[O:25])[C:15]1[CH:20]=[CH:19][C:18]([O:21][CH3:22])=[C:17]([O:23][CH3:24])[CH:16]=1)C.[CH3:26][C:27]([C:29]1[CH:30]=[CH:31][C:32]([OH:36])=[CH:33][C:34]=1[OH:35])=[O:28]. (3) The reactants are: [CH:1]1([CH2:7][O:8][C:9]2[C:10]3[N:11]([C:15]([C:19]([OH:21])=O)=[C:16]([CH3:18])[N:17]=3)[CH:12]=[CH:13][CH:14]=2)[CH2:6][CH2:5][CH2:4][CH2:3][CH2:2]1.[NH2:22][C@H:23]1[CH2:28][CH2:27][CH2:26][N:25]([C:29]([O:31][C:32]([CH3:35])([CH3:34])[CH3:33])=[O:30])[CH2:24]1.Cl.CN(C)CCCN=C=NCC.ON1C2C=CC=CC=2N=N1. Given the product [CH:1]1([CH2:7][O:8][C:9]2[C:10]3[N:11]([C:15]([C:19]([NH:22][C@H:23]4[CH2:28][CH2:27][CH2:26][N:25]([C:29]([O:31][C:32]([CH3:35])([CH3:34])[CH3:33])=[O:30])[CH2:24]4)=[O:21])=[C:16]([CH3:18])[N:17]=3)[CH:12]=[CH:13][CH:14]=2)[CH2:2][CH2:3][CH2:4][CH2:5][CH2:6]1, predict the reactants needed to synthesize it.